Dataset: Merck oncology drug combination screen with 23,052 pairs across 39 cell lines. Task: Regression. Given two drug SMILES strings and cell line genomic features, predict the synergy score measuring deviation from expected non-interaction effect. (1) Drug 2: Cn1cc(-c2cnn3c(N)c(Br)c(C4CCCNC4)nc23)cn1. Drug 1: CCC1(O)CC2CN(CCc3c([nH]c4ccccc34)C(C(=O)OC)(c3cc4c(cc3OC)N(C)C3C(O)(C(=O)OC)C(OC(C)=O)C5(CC)C=CCN6CCC43C65)C2)C1. Synergy scores: synergy=15.1. Cell line: NCIH1650. (2) Drug 1: O=S1(=O)NC2(CN1CC(F)(F)F)C1CCC2Cc2cc(C=CCN3CCC(C(F)(F)F)CC3)ccc2C1. Synergy scores: synergy=25.6. Drug 2: C#Cc1cccc(Nc2ncnc3cc(OCCOC)c(OCCOC)cc23)c1. Cell line: OCUBM. (3) Drug 1: O=C(NOCC(O)CO)c1ccc(F)c(F)c1Nc1ccc(I)cc1F. Drug 2: COC1CC2CCC(C)C(O)(O2)C(=O)C(=O)N2CCCCC2C(=O)OC(C(C)CC2CCC(OP(C)(C)=O)C(OC)C2)CC(=O)C(C)C=C(C)C(O)C(OC)C(=O)C(C)CC(C)C=CC=CC=C1C. Cell line: MSTO. Synergy scores: synergy=20.9. (4) Drug 1: CN1C(=O)C=CC2(C)C3CCC4(C)C(NC(=O)OCC(F)(F)F)CCC4C3CCC12. Drug 2: CC(=O)OC1C(=O)C2(C)C(O)CC3OCC3(OC(C)=O)C2C(OC(=O)c2ccccc2)C2(O)CC(OC(=O)C(O)C(NC(=O)c3ccccc3)c3ccccc3)C(C)=C1C2(C)C. Cell line: NCIH23. Synergy scores: synergy=-2.55. (5) Drug 1: CC1(c2nc3c(C(N)=O)cccc3[nH]2)CCCN1. Drug 2: CCc1c2c(nc3ccc(O)cc13)-c1cc3c(c(=O)n1C2)COC(=O)C3(O)CC. Cell line: SW620. Synergy scores: synergy=17.9. (6) Drug 1: COc1cc(C2c3cc4c(cc3C(OC3OC5COC(C)OC5C(O)C3O)C3COC(=O)C23)OCO4)cc(OC)c1O. Drug 2: C=CCn1c(=O)c2cnc(Nc3ccc(N4CCN(C)CC4)cc3)nc2n1-c1cccc(C(C)(C)O)n1. Cell line: SW620. Synergy scores: synergy=-1.58. (7) Drug 1: COC1CC2CCC(C)C(O)(O2)C(=O)C(=O)N2CCCCC2C(=O)OC(C(C)CC2CCC(OP(C)(C)=O)C(OC)C2)CC(=O)C(C)C=C(C)C(O)C(OC)C(=O)C(C)CC(C)C=CC=CC=C1C. Drug 2: NC1CCCCC1N.O=C(O)C(=O)O.[Pt+2]. Cell line: RPMI7951. Synergy scores: synergy=8.14. (8) Drug 1: CN(Cc1cnc2nc(N)nc(N)c2n1)c1ccc(C(=O)NC(CCC(=O)O)C(=O)O)cc1. Drug 2: CC1(c2nc3c(C(N)=O)cccc3[nH]2)CCCN1. Cell line: HT29. Synergy scores: synergy=1.45. (9) Drug 1: CN(Cc1cnc2nc(N)nc(N)c2n1)c1ccc(C(=O)NC(CCC(=O)O)C(=O)O)cc1. Drug 2: CCc1cnn2c(NCc3ccc[n+]([O-])c3)cc(N3CCCCC3CCO)nc12. Cell line: SW620. Synergy scores: synergy=-12.7. (10) Drug 1: CC(=O)OC1C(=O)C2(C)C(O)CC3OCC3(OC(C)=O)C2C(OC(=O)c2ccccc2)C2(O)CC(OC(=O)C(O)C(NC(=O)c3ccccc3)c3ccccc3)C(C)=C1C2(C)C. Drug 2: NC1(c2ccc(-c3nc4ccn5c(=O)[nH]nc5c4cc3-c3ccccc3)cc2)CCC1. Cell line: HT144. Synergy scores: synergy=50.9.